Dataset: Reaction yield outcomes from USPTO patents with 853,638 reactions. Task: Predict the reaction yield, written as a fraction of the theoretical maximum amount of product (1.0 means a 100% yield; for example, 0.34 means a 34% yield). (1) The reactants are [F:1][C:2]1[CH:7]=[CH:6][C:5]([C:8]2[N:13]=[C:12]3[CH:14]=[CH:15][NH:16][C:11]3=[CH:10][C:9]=2[C:17]2[CH:24]=[CH:23][C:20]([C:21]#[N:22])=[CH:19][CH:18]=2)=[CH:4][CH:3]=1.[C:25]([N:32]1[CH2:36][CH2:35][C@@H:34]([CH2:37]Br)[CH2:33]1)([O:27][C:28]([CH3:31])([CH3:30])[CH3:29])=[O:26]. No catalyst specified. The product is [C:21]([C:20]1[CH:23]=[CH:24][C:17]([C:9]2[CH:10]=[C:11]3[N:16]([CH2:37][C@H:34]4[CH2:35][CH2:36][N:32]([C:25]([O:27][C:28]([CH3:29])([CH3:31])[CH3:30])=[O:26])[CH2:33]4)[CH:15]=[CH:14][C:12]3=[N:13][C:8]=2[C:5]2[CH:4]=[CH:3][C:2]([F:1])=[CH:7][CH:6]=2)=[CH:18][CH:19]=1)#[N:22]. The yield is 1.00. (2) The reactants are [NH:1]1[CH2:6][CH2:5][CH:4]([CH2:7][N:8]2[CH2:13][CH2:12][CH:11]([CH2:14][NH:15][C:16]([C:18]3[C:26]4[N:25]=[C:24]([CH:27]([CH3:29])[CH3:28])[NH:23][C:22]=4[CH:21]=[CH:20][CH:19]=3)=[O:17])[CH2:10][CH2:9]2)[CH2:3][CH2:2]1.C(N(CC)C(C)C)(C)C.[CH3:39][S:40](Cl)(=[O:42])=[O:41]. No catalyst specified. The product is [CH3:39][S:40]([N:1]1[CH2:2][CH2:3][CH:4]([CH2:7][N:8]2[CH2:9][CH2:10][CH:11]([CH2:14][NH:15][C:16]([C:18]3[C:26]4[N:25]=[C:24]([CH:27]([CH3:29])[CH3:28])[NH:23][C:22]=4[CH:21]=[CH:20][CH:19]=3)=[O:17])[CH2:12][CH2:13]2)[CH2:5][CH2:6]1)(=[O:42])=[O:41]. The yield is 0.400. (3) The reactants are [F:1][C:2]([F:54])([F:53])[C:3]1[C:4]([NH:31][C:32]2[CH:37]=[CH:36][C:35]([N:38]3[CH2:43][CH2:42][N:41](C(OC(C)(C)C)=O)[CH2:40][CH2:39]3)=[CH:34][C:33]=2[O:51][CH3:52])=[N:5][C:6]([NH:9][C:10]2[CH:15]=[CH:14][C:13]([N:16]3[CH2:21][CH2:20][N:19](C(OC(C)(C)C)=O)[CH2:18][CH2:17]3)=[CH:12][C:11]=2[O:29][CH3:30])=[N:7][CH:8]=1.Cl. The catalyst is C(Cl)Cl. The product is [CH3:30][O:29][C:11]1[CH:12]=[C:13]([N:16]2[CH2:17][CH2:18][NH:19][CH2:20][CH2:21]2)[CH:14]=[CH:15][C:10]=1[NH:9][C:6]1[N:5]=[C:4]([NH:31][C:32]2[CH:37]=[CH:36][C:35]([N:38]3[CH2:43][CH2:42][NH:41][CH2:40][CH2:39]3)=[CH:34][C:33]=2[O:51][CH3:52])[C:3]([C:2]([F:54])([F:53])[F:1])=[CH:8][N:7]=1. The yield is 0.890. (4) The reactants are [C:1]([O:5][C:6]([C:8]1[CH:13]=[CH:12][C:11]([C:14]2[C:15]([C:29]([O:31][CH2:32][CH3:33])=[O:30])=[N:16][N:17]([C:23]3[CH:28]=[CH:27][CH:26]=[CH:25][CH:24]=3)[C:18]=2[CH2:19][CH2:20][CH2:21][CH3:22])=[C:10]([C:34]([N:36]2[C@H:45]([CH2:46]O)[CH2:44][C:43]3[C:38](=[CH:39][CH:40]=[CH:41][CH:42]=3)[CH2:37]2)=[O:35])[CH:9]=1)=[O:7])([CH3:4])([CH3:3])[CH3:2].C1(P(C2C=CC=CC=2)C2C=CC=CC=2)C=CC=CC=1.CC(OC(/N=N/C(OC(C)C)=O)=O)C.P([N:97]=[N+:98]=[N-:99])(=O)(OC1C=CC=CC=1)OC1C=CC=CC=1. The catalyst is C1COCC1.CCOC(C)=O. The product is [N:97]([CH2:46][C@@H:45]1[CH2:44][C:43]2[C:38](=[CH:39][CH:40]=[CH:41][CH:42]=2)[CH2:37][N:36]1[C:34]([C:10]1[CH:9]=[C:8]([C:6]([O:5][C:1]([CH3:3])([CH3:2])[CH3:4])=[O:7])[CH:13]=[CH:12][C:11]=1[C:14]1[C:15]([C:29]([O:31][CH2:32][CH3:33])=[O:30])=[N:16][N:17]([C:23]2[CH:28]=[CH:27][CH:26]=[CH:25][CH:24]=2)[C:18]=1[CH2:19][CH2:20][CH2:21][CH3:22])=[O:35])=[N+:98]=[N-:99]. The yield is 0.730.